Dataset: Forward reaction prediction with 1.9M reactions from USPTO patents (1976-2016). Task: Predict the product of the given reaction. (1) Given the reactants [NH2:1][C:2](=[C:7]1C(=O)O[C:10](C)([CH3:14])[O:9][C:8]1=[O:16])[CH2:3][CH:4]1[CH2:6][CH2:5]1.[Na], predict the reaction product. The product is: [CH2:10]([O:9][C:8](=[O:16])[CH:7]=[C:2]([NH2:1])[CH2:3][CH:4]1[CH2:5][CH2:6]1)[CH3:14]. (2) Given the reactants [Cl:1][C:2]1[CH:8]=[CH:7][C:5]([NH2:6])=[C:4]([C:9]2[CH:14]=[C:13]([O:15][CH3:16])[N:12]=[CH:11][N:10]=2)[C:3]=1[F:17].C(ON=O)CC(C)C.[Si](N=[N+:31]=[N-:32])(C)(C)C.[C:33]([NH2:37])(=[O:36])[C:34]#[CH:35], predict the reaction product. The product is: [Cl:1][C:2]1[CH:8]=[CH:7][C:5]([N:6]2[CH:35]=[C:34]([C:33]([NH2:37])=[O:36])[N:31]=[N:32]2)=[C:4]([C:9]2[CH:14]=[C:13]([O:15][CH3:16])[N:12]=[CH:11][N:10]=2)[C:3]=1[F:17]. (3) Given the reactants [CH2:1]([O:8][C:9]1[C:18]2[C:13](=[CH:14][CH:15]=[C:16]([F:19])[CH:17]=2)[CH:12]=[C:11]([CH2:20]Cl)[C:10]=1[CH3:22])[C:2]1[CH:7]=[CH:6][CH:5]=[CH:4][CH:3]=1.C1[CH2:27][O:26][CH2:25]C1.CO.C([O-])([O-])=[O:31].[K+].[K+], predict the reaction product. The product is: [CH3:25][O:26][C:27](=[O:31])[CH2:20][C:11]1[C:10]([CH3:22])=[C:9]([O:8][CH2:1][C:2]2[CH:7]=[CH:6][CH:5]=[CH:4][CH:3]=2)[C:18]2[C:13](=[CH:14][CH:15]=[C:16]([F:19])[CH:17]=2)[CH:12]=1. (4) Given the reactants C1(/C=[CH:8]/[C:9]2[CH:14]=[N:13][C:12]3=[N:15][S:16][N:17]=[C:11]3[CH:10]=2)C=CC=CC=1.C[N+]1([O-])CC[O:22]CC1.O.I([O-])(=O)(=O)=O.[Na+], predict the reaction product. The product is: [N:17]1[S:16][N:15]=[C:12]2[C:11]=1[CH:10]=[C:9]([CH:8]=[O:22])[CH:14]=[N:13]2. (5) Given the reactants [F:1][C:2]1[CH:3]=[C:4]([C:30](=[O:32])[CH3:31])[CH:5]=[CH:6][C:7]=1[N:8]1[CH2:13][CH2:12][N:11]([C:14](=[O:29])[C:15]2[CH:20]=[C:19]([S:21]([CH3:24])(=[O:23])=[O:22])[CH:18]=[CH:17][C:16]=2[O:25][CH:26]([CH3:28])[CH3:27])[CH2:10][CH2:9]1.[CH3:33][Li], predict the reaction product. The product is: [F:1][C:2]1[CH:3]=[C:4]([C:30]([OH:32])([CH3:33])[CH3:31])[CH:5]=[CH:6][C:7]=1[N:8]1[CH2:9][CH2:10][N:11]([C:14]([C:15]2[CH:20]=[C:19]([S:21]([CH3:24])(=[O:23])=[O:22])[CH:18]=[CH:17][C:16]=2[O:25][CH:26]([CH3:28])[CH3:27])=[O:29])[CH2:12][CH2:13]1. (6) The product is: [Cl:2][C:3]1[CH:4]=[C:5]2[C:9](=[CH:10][CH:11]=1)[NH:8][CH:7]=[C:6]2[CH2:12][CH2:13][NH:14][C:60]([CH:57]1[CH2:58][CH2:59][N:55]([C:51]2[CH:52]=[CH:53][CH:54]=[C:49]([F:48])[CH:50]=2)[C:56]1=[O:63])=[O:61]. Given the reactants Cl.[Cl:2][C:3]1[CH:4]=[C:5]2[C:9](=[CH:10][CH:11]=1)[NH:8][CH:7]=[C:6]2[CH2:12][CH2:13][NH2:14].C1CN([P+](ON2N=NC3C=CC=CC2=3)(N2CCCC2)N2CCCC2)CC1.F[P-](F)(F)(F)(F)F.[F:48][C:49]1[CH:50]=[C:51]([N:55]2[CH2:59][CH2:58][CH:57]([C:60](O)=[O:61])[C:56]2=[O:63])[CH:52]=[CH:53][CH:54]=1, predict the reaction product.